This data is from Forward reaction prediction with 1.9M reactions from USPTO patents (1976-2016). The task is: Predict the product of the given reaction. Given the reactants [CH2:1]([S:3]([N:6]1[CH2:11][CH2:10][CH:9]([C:12]2[C:20]3[C:15](=[C:16]([C:34]([NH2:36])=[O:35])[CH:17]=[C:18]([C:21]4[CH:26]=[CH:25][CH:24]=[C:23]([CH2:27][NH:28][CH2:29][CH:30]([CH3:33])[CH2:31][CH3:32])[CH:22]=4)[CH:19]=3)[NH:14][CH:13]=2)[CH2:8][CH2:7]1)(=[O:5])=[O:4])[CH3:2].CC(CC)CN, predict the reaction product. The product is: [CH2:1]([S:3]([N:6]1[CH2:11][CH2:10][CH:9]([C:12]2[C:20]3[C:15](=[C:16]([C:34]([NH2:36])=[O:35])[CH:17]=[C:18]([C:21]4[CH:26]=[CH:25][CH:24]=[C:23]([CH2:27][NH:28][CH2:29][C@@H:30]([CH3:33])[CH2:31][CH3:32])[CH:22]=4)[CH:19]=3)[NH:14][CH:13]=2)[CH2:8][CH2:7]1)(=[O:5])=[O:4])[CH3:2].